From a dataset of Forward reaction prediction with 1.9M reactions from USPTO patents (1976-2016). Predict the product of the given reaction. (1) Given the reactants C([O:3][C:4]([C:6]1[C:7]2[CH2:8][C@H:9]3[CH2:21][C@H:10]3[C:11]=2[N:12]([C:14]2[CH:19]=[N:18][C:17](Br)=[CH:16][N:15]=2)[N:13]=1)=[O:5])C.[CH3:22][O-:23].[Na+].O.Cl, predict the reaction product. The product is: [CH3:22][O:23][C:17]1[N:18]=[CH:19][C:14]([N:12]2[C:11]3[C@@H:10]4[CH2:21][C@@H:9]4[CH2:8][C:7]=3[C:6]([C:4]([OH:3])=[O:5])=[N:13]2)=[N:15][CH:16]=1. (2) Given the reactants [CH:1]1([C:5]2[C:12]([C:13]3[NH:17][C:16]([O:18][CH2:19][CH3:20])=[N:15][N:14]=3)=[CH:11][C:8]([C:9]#[N:10])=[C:7]([CH3:21])[CH:6]=2)[CH2:4][CH2:3][CH2:2]1.[NH4+].[OH-:23].OO, predict the reaction product. The product is: [CH:1]1([C:5]2[C:12]([C:13]3[NH:17][C:16]([O:18][CH2:19][CH3:20])=[N:15][N:14]=3)=[CH:11][C:8]([C:9]([NH2:10])=[O:23])=[C:7]([CH3:21])[CH:6]=2)[CH2:2][CH2:3][CH2:4]1.